Dataset: Catalyst prediction with 721,799 reactions and 888 catalyst types from USPTO. Task: Predict which catalyst facilitates the given reaction. (1) Reactant: Cl[C:2]1[C:7]([CH3:8])=[C:6]([Cl:9])[N:5]=[C:4]([NH2:10])[N:3]=1.[Cl:11][C:12]1[C:17]([Cl:18])=[CH:16][CH:15]=[CH:14][C:13]=1B(O)O. Product: [Cl:9][C:6]1[C:7]([CH3:8])=[C:2]([C:16]2[CH:15]=[CH:14][CH:13]=[C:12]([Cl:11])[C:17]=2[Cl:18])[N:3]=[C:4]([NH2:10])[N:5]=1. The catalyst class is: 3. (2) Reactant: [N:1]1([C:10]2[N:15]=[CH:14][N:13]=[C:12]([O:16][CH:17]3[CH2:22][CH2:21][N:20]([C:23]([O:25][C:26]([CH3:29])([CH3:28])[CH3:27])=[O:24])[CH2:19][CH:18]3[F:30])[C:11]=2[CH3:31])[C:9]2[C:4](=[N:5][CH:6]=[CH:7][CH:8]=2)[CH2:3][CH2:2]1. Product: [N:1]1([C:10]2[N:15]=[CH:14][N:13]=[C:12]([O:16][C@H:17]3[CH2:22][CH2:21][N:20]([C:23]([O:25][C:26]4([CH3:27])[CH2:28][CH2:29]4)=[O:24])[CH2:19][C@H:18]3[F:30])[C:11]=2[CH3:31])[C:9]2[C:4](=[N:5][CH:6]=[CH:7][CH:8]=2)[CH2:3][CH2:2]1. The catalyst class is: 16. (3) Reactant: C[Mg+].[Br-].[Cl:4][C:5]1[CH:10]=[CH:9][N:8]=[C:7]([CH:11]=[O:12])[C:6]=1[CH2:13][O:14][CH:15]1[CH2:20][CH2:19][CH2:18][CH2:17][O:16]1.[C:21]([O-])(O)=O.[Na+]. Product: [Cl:4][C:5]1[CH:10]=[CH:9][N:8]=[C:7]([CH:11]([OH:12])[CH3:21])[C:6]=1[CH2:13][O:14][CH:15]1[CH2:20][CH2:19][CH2:18][CH2:17][O:16]1. The catalyst class is: 1. (4) Reactant: [C:1]([C:5]1[CH:10]=[C:9]([C:11]([CH3:14])([CH3:13])[CH3:12])[CH:8]=[CH:7][C:6]=1[OH:15])([CH3:4])([CH3:3])[CH3:2].C1(=O)O[CH2:19][CH2:18][O:17]1.C(=O)=O. Product: [C:1]([C:5]1[CH:10]=[C:9]([C:11]([CH3:14])([CH3:13])[CH3:12])[CH:8]=[CH:7][C:6]=1[O:15][CH:18]([OH:17])[CH3:19])([CH3:4])([CH3:3])[CH3:2]. The catalyst class is: 277. (5) Reactant: [Cl:1][C:2]1[S:6][C:5]([C:7](=[O:19])[CH2:8][C:9]2[CH:14]=[CH:13][N:12]=[C:11]([NH:15][CH:16]([CH3:18])[CH3:17])[N:10]=2)=[CH:4][CH:3]=1.CO[CH:22](OC)[N:23]([CH3:25])[CH3:24]. Product: [CH3:22][N:23]([CH3:25])[CH:24]=[C:8]([C:9]1[CH:14]=[CH:13][N:12]=[C:11]([NH:15][CH:16]([CH3:17])[CH3:18])[N:10]=1)[C:7]([C:5]1[S:6][C:2]([Cl:1])=[CH:3][CH:4]=1)=[O:19]. The catalyst class is: 9. (6) Reactant: CO.[NH:3]1[CH2:6][CH:5]([N:7]2[CH:11]=[C:10]([C:12]3[CH:13]=[CH:14][C:15]4[N:16]([C:18]([CH2:21][C:22]5[CH:23]=[C:24]6[C:29](=[CH:30][C:31]=5[F:32])[N:28]=[CH:27][CH:26]=[CH:25]6)=[CH:19][N:20]=4)[N:17]=3)[CH:9]=[N:8]2)[CH2:4]1.C=O.[BH3-][C:36]#N.[Na+]. Product: [F:32][C:31]1[CH:30]=[C:29]2[C:24]([CH:25]=[CH:26][CH:27]=[N:28]2)=[CH:23][C:22]=1[CH2:21][C:18]1[N:16]2[N:17]=[C:12]([C:10]3[CH:9]=[N:8][N:7]([CH:5]4[CH2:4][N:3]([CH3:36])[CH2:6]4)[CH:11]=3)[CH:13]=[CH:14][C:15]2=[N:20][CH:19]=1. The catalyst class is: 322.